Dataset: Forward reaction prediction with 1.9M reactions from USPTO patents (1976-2016). Task: Predict the product of the given reaction. Given the reactants [CH2:1]([N:3]1[C:8]2[N:9]=[C:10](S(C)=O)[N:11]=[CH:12][C:7]=2[CH:6]=[C:5]([C:16]2[CH:21]=[CH:20][C:19]([S:22]([N:25]3[CH2:30][CH2:29][O:28][CH2:27][CH2:26]3)(=[O:24])=[O:23])=[CH:18][C:17]=2[CH3:31])[C:4]1=[O:32])[CH3:2].[CH3:33][N:34]1[CH2:39][CH2:38][CH:37]([CH2:40][CH2:41][NH2:42])[CH2:36][CH2:35]1.CCN(C(C)C)C(C)C, predict the reaction product. The product is: [CH2:1]([N:3]1[C:8]2[N:9]=[C:10]([NH:42][CH2:41][CH2:40][CH:37]3[CH2:38][CH2:39][N:34]([CH3:33])[CH2:35][CH2:36]3)[N:11]=[CH:12][C:7]=2[CH:6]=[C:5]([C:16]2[CH:21]=[CH:20][C:19]([S:22]([N:25]3[CH2:26][CH2:27][O:28][CH2:29][CH2:30]3)(=[O:24])=[O:23])=[CH:18][C:17]=2[CH3:31])[C:4]1=[O:32])[CH3:2].